This data is from Full USPTO retrosynthesis dataset with 1.9M reactions from patents (1976-2016). The task is: Predict the reactants needed to synthesize the given product. (1) Given the product [F:4][CH2:5][CH2:6][C:7]1([N:11]2[CH:15]=[C:14]([C:16]3[N:21]4[CH:22]=[CH:23][N:24]=[C:20]4[CH:19]=[C:18]([C:25]4[CH:26]=[N:27][N:28]([CH3:30])[CH:29]=4)[N:17]=3)[CH:13]=[N:12]2)[CH2:8][N:9]([S:42]([C:41]([F:54])([F:53])[F:40])(=[O:44])=[O:43])[CH2:10]1, predict the reactants needed to synthesize it. The reactants are: Cl.Cl.Cl.[F:4][CH2:5][CH2:6][C:7]1([N:11]2[CH:15]=[C:14]([C:16]3[N:21]4[CH:22]=[CH:23][N:24]=[C:20]4[CH:19]=[C:18]([C:25]4[CH:26]=[N:27][N:28]([CH3:30])[CH:29]=4)[N:17]=3)[CH:13]=[N:12]2)[CH2:10][NH:9][CH2:8]1.C(N(CC)C(C)C)(C)C.[F:40][C:41]([F:54])([F:53])[S:42](O[S:42]([C:41]([F:54])([F:53])[F:40])(=[O:44])=[O:43])(=[O:44])=[O:43]. (2) Given the product [NH2:35][C:36]([CH3:48])([CH3:47])[CH2:37][O:38][C:39]1[CH:44]=[CH:43][C:42]([CH2:45][CH2:2][CH2:1][NH:3][C:4]2[CH:9]=[C:8]([O:10][CH3:11])[CH:7]=[CH:6][C:5]=2[C@@H:12]2[CH2:21][CH2:20][C:19]3[CH:18]=[C:17]([OH:22])[CH:16]=[CH:15][C:14]=3[CH2:13]2)=[CH:41][CH:40]=1, predict the reactants needed to synthesize it. The reactants are: [CH2:1]([NH:3][C:4]1[CH:9]=[C:8]([O:10][CH3:11])[CH:7]=[CH:6][C:5]=1[C@@H:12]1[CH2:21][CH2:20][C:19]2[CH:18]=[C:17]([O:22]C(=O)C(C)(C)C)[CH:16]=[CH:15][C:14]=2[CH2:13]1)[CH3:2].C(OC(=O)[NH:35][C:36]([CH3:48])([CH3:47])[CH2:37][O:38][C:39]1[CH:44]=[CH:43][C:42]([CH:45]=O)=[CH:41][CH:40]=1)(C)(C)C. (3) Given the product [NH2:1][C:2]1[C:3]([C:34]2[CH:35]=[C:36]([NH:37][S:38]([CH3:41])(=[O:39])=[O:40])[C:31]([O:30][CH3:29])=[N:32][CH:33]=2)=[C:4]([NH:8][C@H:9]([C:11]2[N:16]([C:17]3[CH:22]=[CH:21][CH:20]=[CH:19][CH:18]=3)[C:15](=[O:23])[C:14]3=[C:24]([Br:27])[CH:25]=[CH:26][N:13]3[N:12]=2)[CH3:10])[N:5]=[CH:6][N:7]=1, predict the reactants needed to synthesize it. The reactants are: [NH2:1][C:2]1[N:7]=[CH:6][N:5]=[C:4]([NH:8][C@H:9]([C:11]2[N:16]([C:17]3[CH:22]=[CH:21][CH:20]=[CH:19][CH:18]=3)[C:15](=[O:23])[C:14]3=[C:24]([Br:27])[CH:25]=[CH:26][N:13]3[N:12]=2)[CH3:10])[C:3]=1I.[CH3:29][O:30][C:31]1[C:36]([NH:37][S:38]([CH3:41])(=[O:40])=[O:39])=[CH:35][C:34](B2OC(C)(C)C(C)(C)O2)=[CH:33][N:32]=1. (4) Given the product [Br:1][C:2]1[S:6][C:5]([CH2:7][O:8][Si:20]([CH:27]([CH3:29])[CH3:28])([CH:24]([CH3:26])[CH3:25])[CH:21]([CH3:23])[CH3:22])=[N:4][CH:3]=1, predict the reactants needed to synthesize it. The reactants are: [Br:1][C:2]1[S:6][C:5]([CH2:7][OH:8])=[N:4][CH:3]=1.N1C=CN=C1.CN(C)C=O.Cl[Si:20]([CH:27]([CH3:29])[CH3:28])([CH:24]([CH3:26])[CH3:25])[CH:21]([CH3:23])[CH3:22]. (5) Given the product [CH3:29][N:28]1[CH2:27][CH2:26][NH:25][C:24](=[O:30])[C:4]2[C:5](=[CH:6][N:2]([CH3:1])[N:3]=2)[NH:7][C:8](=[O:9])[C:10]2=[N:11][C:12](=[CH:13][CH:14]=[CH:15]2)[C:16]2=[CH:20][N:19]([N:18]=[CH:17]2)[CH2:21][CH2:22][O:33][C:31]1=[O:32], predict the reactants needed to synthesize it. The reactants are: [CH3:1][N:2]1[CH:6]=[C:5]([NH:7][C:8]([C:10]2[CH:15]=[CH:14][CH:13]=[C:12]([C:16]3[CH:17]=[N:18][N:19]([CH2:21][CH2:22]Cl)[CH:20]=3)[N:11]=2)=[O:9])[C:4]([C:24](=[O:30])[NH:25][CH2:26][CH2:27][NH:28][CH3:29])=[N:3]1.[C:31]([O-])([O-:33])=[O:32].[Cs+].[Cs+].[I-].[K+]. (6) The reactants are: [C:1]([CH2:3][C:4](=[S:6])[NH2:5])#[N:2].Br[CH2:8][C:9](=O)[CH3:10].C(N(CC)CC)C.CO. Given the product [CH3:10][C:9]1[N:5]=[C:4]([CH2:3][C:1]#[N:2])[S:6][CH:8]=1, predict the reactants needed to synthesize it. (7) Given the product [NH2:12][C:13]1[CH:14]=[C:15]([Cl:23])[C:16]([CH:20]([C:5]2[N:4]=[N:3][C:2]([Cl:1])=[C:7]([CH:8]([CH3:10])[CH3:9])[CH:6]=2)[C:21]#[N:22])=[C:17]([Cl:19])[CH:18]=1, predict the reactants needed to synthesize it. The reactants are: [Cl:1][C:2]1[N:3]=[N:4][C:5](Cl)=[CH:6][C:7]=1[CH:8]([CH3:10])[CH3:9].[NH2:12][C:13]1[CH:18]=[C:17]([Cl:19])[C:16]([CH2:20][C:21]#[N:22])=[C:15]([Cl:23])[CH:14]=1.CC(C)([O-])C.[K+].